From a dataset of Full USPTO retrosynthesis dataset with 1.9M reactions from patents (1976-2016). Predict the reactants needed to synthesize the given product. Given the product [N:10]1([C:2]2[C:7]([CH2:8][OH:9])=[CH:6][CH:5]=[CH:4][N:3]=2)[CH2:15][CH2:14][NH:13][CH2:12][CH2:11]1, predict the reactants needed to synthesize it. The reactants are: F[C:2]1[C:7]([CH2:8][OH:9])=[CH:6][CH:5]=[CH:4][N:3]=1.[NH:10]1[CH2:15][CH2:14][NH:13][CH2:12][CH2:11]1.C(N(CC)C(C)C)(C)C.